Dataset: Forward reaction prediction with 1.9M reactions from USPTO patents (1976-2016). Task: Predict the product of the given reaction. (1) Given the reactants [Br:1][C:2]1[CH:3]=[C:4]([C:9]2([C:17]3[CH:22]=[CH:21][C:20]([O:23][CH3:24])=[C:19]([OH:25])[CH:18]=3)[NH:13][C:12](=[S:14])[N:11]([CH3:15])[C:10]2=[O:16])[CH:5]=[CH:6][C:7]=1[F:8].[F:26][C:27]([F:46])([F:45])[S:28](N(C1C=CC=CC=1)[S:28]([C:27]([F:46])([F:45])[F:26])(=[O:30])=[O:29])(=[O:30])=[O:29].C(N(CC)CC)C, predict the reaction product. The product is: [F:26][C:27]([F:46])([F:45])[S:28]([O:25][C:19]1[CH:18]=[C:17]([C:9]2([C:4]3[CH:5]=[CH:6][C:7]([F:8])=[C:2]([Br:1])[CH:3]=3)[C:10](=[O:16])[N:11]([CH3:15])[C:12](=[S:14])[NH:13]2)[CH:22]=[CH:21][C:20]=1[O:23][CH3:24])(=[O:30])=[O:29]. (2) The product is: [F:1][C:2]1[C:7]([F:8])=[CH:6][N:5]=[C:4]2[NH:9][CH:10]=[C:11]([NH:12][C:16](=[O:17])[C@H:15]([O:14][CH3:13])[CH3:19])[C:3]=12. Given the reactants [F:1][C:2]1[C:7]([F:8])=[CH:6][N:5]=[C:4]2[NH:9][CH:10]=[C:11]([NH2:12])[C:3]=12.[CH3:13][O:14][C@H:15]([CH3:19])[C:16](O)=[O:17].C1N(P(Cl)(N2C(=O)OCC2)=O)C(=O)OC1.[Li+].[OH-], predict the reaction product.